From a dataset of Full USPTO retrosynthesis dataset with 1.9M reactions from patents (1976-2016). Predict the reactants needed to synthesize the given product. (1) Given the product [O:13]=[C:14]1[CH2:19][CH2:18][CH:17]([C:20]([NH2:22])=[O:21])[CH2:16][CH2:15]1, predict the reactants needed to synthesize it. The reactants are: C1(C)C=CC(S(O)(=O)=O)=CC=1.C[O:13][C:14]1(OC)[CH2:19][CH2:18][CH:17]([C:20]([NH2:22])=[O:21])[CH2:16][CH2:15]1. (2) Given the product [CH3:24][O:23][C:22]1[CH:21]=[CH:20][C:19]([C:30]2[CH:35]=[CH:34][CH:33]=[CH:32][CH:31]=2)=[CH:18][C:17]=1[CH2:16][NH:15][CH:12]1[CH2:13][CH2:14][CH:9]([N:8]([CH3:28])[C:1](=[O:2])[O:3][C:4]([CH3:7])([CH3:6])[CH3:5])[CH2:10][CH2:11]1, predict the reactants needed to synthesize it. The reactants are: [C:1]([N:8]([CH3:28])[CH:9]1[CH2:14][CH2:13][CH:12]([NH:15][CH2:16][C:17]2[CH:18]=[C:19](B(O)O)[CH:20]=[CH:21][C:22]=2[O:23][CH3:24])[CH2:11][CH2:10]1)([O:3][C:4]([CH3:7])([CH3:6])[CH3:5])=[O:2].Br[C:30]1[CH:35]=[CH:34][CH:33]=[CH:32][CH:31]=1. (3) Given the product [CH3:42][O:43][CH2:44][CH2:45][O:46][CH2:47][CH2:48][O:49][CH2:50][CH2:51][O:52][CH2:53][CH2:54][O:55][CH2:56][CH2:57][O:58][C:59]1[CH:60]=[C:61]([NH:62][C:2]2[N:7]=[C:6]([O:8][C:9]3[C:18]4[C:13](=[CH:14][CH:15]=[CH:16][CH:17]=4)[C:12]([NH:19][C:20]([NH:22][C:23]4[N:27]([C:28]5[CH:33]=[CH:32][CH:31]=[C:30]([CH2:34][P:35]([CH3:38])([CH3:37])=[O:36])[CH:29]=5)[N:26]=[C:25]([CH:39]([CH3:40])[CH3:41])[CH:24]=4)=[O:21])=[CH:11][CH:10]=3)[CH:5]=[CH:4][N:3]=2)[CH:63]=[C:64]([O:66][CH3:67])[CH:65]=1, predict the reactants needed to synthesize it. The reactants are: Cl[C:2]1[N:7]=[C:6]([O:8][C:9]2[C:18]3[C:13](=[CH:14][CH:15]=[CH:16][CH:17]=3)[C:12]([NH:19][C:20]([NH:22][C:23]3[N:27]([C:28]4[CH:33]=[CH:32][CH:31]=[C:30]([CH2:34][P:35]([CH3:38])([CH3:37])=[O:36])[CH:29]=4)[N:26]=[C:25]([CH:39]([CH3:41])[CH3:40])[CH:24]=3)=[O:21])=[CH:11][CH:10]=2)[CH:5]=[CH:4][N:3]=1.[CH3:42][O:43][CH2:44][CH2:45][O:46][CH2:47][CH2:48][O:49][CH2:50][CH2:51][O:52][CH2:53][CH2:54][O:55][CH2:56][CH2:57][O:58][C:59]1[CH:60]=[C:61]([CH:63]=[C:64]([O:66][CH3:67])[CH:65]=1)[NH2:62].C([O-])(O)=O.[Na+]. (4) The reactants are: [C:1]([N:4]1[C@@H:13]([CH:14]2[CH2:16][CH2:15]2)[C@H:12]([CH3:17])[C@@H:11]([NH:18][C:19]2[CH:24]=[CH:23][CH:22]=[CH:21][CH:20]=2)[C:10]2[N:9]=[C:8]([N:25]3[CH2:30][CH2:29][N:28](C(OC(C)(C)C)=O)[CH2:27][CH2:26]3)[CH:7]=[CH:6][C:5]1=2)(=[O:3])[CH3:2].Cl. Given the product [CH:14]1([C@H:13]2[C@H:12]([CH3:17])[C@@H:11]([NH:18][C:19]3[CH:24]=[CH:23][CH:22]=[CH:21][CH:20]=3)[C:10]3[C:5](=[CH:6][CH:7]=[C:8]([N:25]4[CH2:30][CH2:29][NH:28][CH2:27][CH2:26]4)[N:9]=3)[N:4]2[C:1](=[O:3])[CH3:2])[CH2:15][CH2:16]1, predict the reactants needed to synthesize it. (5) Given the product [NH2:6][C:5]1[CH:7]=[CH:8][C:9]([O:11][C:12]([F:13])([F:14])[F:15])=[CH:10][C:4]=1[NH2:1], predict the reactants needed to synthesize it. The reactants are: [N+:1]([C:4]1[CH:10]=[C:9]([O:11][C:12]([F:15])([F:14])[F:13])[CH:8]=[CH:7][C:5]=1[NH2:6])([O-])=O.[H][H].